Dataset: Forward reaction prediction with 1.9M reactions from USPTO patents (1976-2016). Task: Predict the product of the given reaction. (1) Given the reactants [Cl:1][C:2]1[CH:3]=[C:4]([CH2:30][C:31]([O:33]CC)=[O:32])[CH:5]=[CH:6][C:7]=1[N:8]1[C:16](=[O:17])[C:15]2[C:14]([O:18][CH2:19][CH3:20])=[C:13]3[CH:21]=[CH:22][CH:23]=[CH:24][C:12]3=[C:11]([O:25][CH2:26][CH:27]([F:29])[F:28])[C:10]=2[CH2:9]1.[OH-].[Na+], predict the reaction product. The product is: [Cl:1][C:2]1[CH:3]=[C:4]([CH2:30][C:31]([OH:33])=[O:32])[CH:5]=[CH:6][C:7]=1[N:8]1[C:16](=[O:17])[C:15]2[C:14]([O:18][CH2:19][CH3:20])=[C:13]3[CH:21]=[CH:22][CH:23]=[CH:24][C:12]3=[C:11]([O:25][CH2:26][CH:27]([F:29])[F:28])[C:10]=2[CH2:9]1. (2) Given the reactants [CH3:1][C:2]1([CH3:44])[N:6]([C:7]([O:9][C:10]([CH3:13])([CH3:12])[CH3:11])=[O:8])[C@@:5]([CH3:43])([C:14](=O)[NH:15][CH2:16][C:17](=O)[C:18]2[CH:23]=[CH:22][C:21]([O:24][CH2:25][CH2:26][CH2:27][CH2:28][CH2:29][CH2:30][C:31]3[CH:36]=[CH:35][CH:34]=[CH:33][CH:32]=3)=[C:20]([C:37]([F:40])([F:39])[F:38])[CH:19]=2)[CH2:4][O:3]1.COC1C=CC(P2(SP(C3C=CC(OC)=CC=3)(=S)S2)=[S:54])=CC=1, predict the reaction product. The product is: [CH3:1][C:2]1([CH3:44])[N:6]([C:7]([O:9][C:10]([CH3:13])([CH3:12])[CH3:11])=[O:8])[C@@:5]([CH3:43])([C:14]2[S:54][C:17]([C:18]3[CH:23]=[CH:22][C:21]([O:24][CH2:25][CH2:26][CH2:27][CH2:28][CH2:29][CH2:30][C:31]4[CH:36]=[CH:35][CH:34]=[CH:33][CH:32]=4)=[C:20]([C:37]([F:40])([F:39])[F:38])[CH:19]=3)=[CH:16][N:15]=2)[CH2:4][O:3]1. (3) The product is: [CH3:18][C:13]1[C:12]([C:4]2[CH:5]=[CH:6][C:1]([CH3:10])=[CH:2][CH:3]=2)=[C:16]([CH3:17])[O:15][N:14]=1. Given the reactants [C:1]1([CH3:10])[CH:6]=[CH:5][C:4](B(O)O)=[CH:3][CH:2]=1.I[C:12]1[C:13]([CH3:18])=[N:14][O:15][C:16]=1[CH3:17].C(=O)([O-])[O-].[Na+].[Na+], predict the reaction product. (4) Given the reactants [CH3:1][O:2][C:3]1[N:4]=[CH:5][C:6]([C:9]([OH:11])=O)=[N:7][CH:8]=1.C(Cl)(=O)C([Cl:15])=O, predict the reaction product. The product is: [CH3:1][O:2][C:3]1[N:4]=[CH:5][C:6]([C:9]([Cl:15])=[O:11])=[N:7][CH:8]=1. (5) Given the reactants [CH2:1]([O:8][C:9]1[CH:14]=[CH:13][C:12]([C:15]2[O:16][C:17]3[CH:22]=[C:21]([O:23][CH2:24][C@@H:25]([NH:27][C:28](=[O:30])[CH3:29])[CH3:26])[N:20]=[CH:19][C:18]=3[N:31]=2)=[CH:11][C:10]=1[F:32])[C:2]1[CH:7]=[CH:6]C=CC=1.[F:33]C1(CO)CC1, predict the reaction product. The product is: [F:32][C:10]1[CH:11]=[C:12]([C:15]2[O:16][C:17]3[CH:22]=[C:21]([O:23][CH2:24][C@@H:25]([NH:27][C:28](=[O:30])[CH3:29])[CH3:26])[N:20]=[CH:19][C:18]=3[N:31]=2)[CH:13]=[CH:14][C:9]=1[O:8][CH2:1][C:2]1([F:33])[CH2:6][CH2:7]1.